The task is: Predict the product of the given reaction.. This data is from Forward reaction prediction with 1.9M reactions from USPTO patents (1976-2016). (1) Given the reactants [Br:1][C:2]1[C:7]([CH2:8][OH:9])=[CH:6][CH:5]=[CH:4][N:3]=1.[H-].[Na+].[CH3:12]I, predict the reaction product. The product is: [Br:1][C:2]1[C:7]([CH2:8][O:9][CH3:12])=[CH:6][CH:5]=[CH:4][N:3]=1. (2) Given the reactants [CH3:1][O:2][C:3]1[CH:4]=[C:5]([CH:10]=[C:11]([N+:15]([O-:17])=[O:16])[C:12]=1[O:13][CH3:14])[C:6]([NH:8][CH3:9])=O.P(Cl)(Cl)(Cl)(Cl)[Cl:19], predict the reaction product. The product is: [CH3:1][O:2][C:3]1[CH:4]=[C:5]([CH:10]=[C:11]([N+:15]([O-:17])=[O:16])[C:12]=1[O:13][CH3:14])[C:6]([Cl:19])=[N:8][CH3:9].